This data is from Forward reaction prediction with 1.9M reactions from USPTO patents (1976-2016). The task is: Predict the product of the given reaction. (1) Given the reactants [C:1]([O:4][C:5](=O)[CH3:6])(=[O:3])[CH3:2].[C:8]([O:11][CH2:12]CCC)(=[O:10])[CH3:9], predict the reaction product. The product is: [CH3:9][C:8](=[O:10])[O:11][CH2:12][CH:5]([CH2:6][O:4][C:1](=[O:3])[CH3:2])[O:4][C:1](=[O:3])[CH3:2]. (2) Given the reactants Cl[C:2]1[C:11]2[C:6](=[CH:7][CH:8]=[CH:9][CH:10]=2)[CH:5]=[C:4]([NH:12][C:13]2[CH:17]=[CH:16][NH:15][N:14]=2)[N:3]=1.[C:18]1([OH:24])[CH:23]=[CH:22][CH:21]=[CH:20][CH:19]=1, predict the reaction product. The product is: [O:24]([C:2]1[C:11]2[C:6](=[CH:7][CH:8]=[CH:9][CH:10]=2)[CH:5]=[C:4]([NH:12][C:13]2[CH:17]=[CH:16][NH:15][N:14]=2)[N:3]=1)[C:18]1[CH:23]=[CH:22][CH:21]=[CH:20][CH:19]=1. (3) Given the reactants [CH2:1]([O:8][C:9]([NH:11][C:12](=[CH2:17])[C:13]([O:15][CH3:16])=[O:14])=[O:10])[C:2]1[CH:7]=[CH:6][CH:5]=[CH:4][CH:3]=1.Br[C:19]12[CH2:26][CH2:25][CH:22]([CH2:23][CH2:24]1)[CH2:21][CH2:20]2.CC(N=NC(C#N)(C)C)(C#N)C.CCCC[SnH](CCCC)CCCC, predict the reaction product. The product is: [CH2:1]([O:8][C:9]([NH:11][CH:12]([CH2:17][C:19]12[CH2:26][CH2:25][CH:22]([CH2:23][CH2:24]1)[CH2:21][CH2:20]2)[C:13]([O:15][CH3:16])=[O:14])=[O:10])[C:2]1[CH:3]=[CH:4][CH:5]=[CH:6][CH:7]=1. (4) Given the reactants C(O)(C(F)(F)F)=O.C(OC([N:15]1[CH2:20][CH2:19][C:18]2[N:21]=[C:22]([NH:24][C:25]([NH:27][CH3:28])=[O:26])[S:23][C:17]=2[CH2:16]1)=O)(C)(C)C, predict the reaction product. The product is: [CH3:28][NH:27][C:25]([NH:24][C:22]1[S:23][C:17]2[CH2:16][NH:15][CH2:20][CH2:19][C:18]=2[N:21]=1)=[O:26]. (5) Given the reactants [C:1]1([S:7]([N:10]2[CH2:12][CH:11]2[C:13]([N:15]2[CH2:20][CH2:19][N:18]([C:21]3[CH:26]=[C:25]([CH3:27])[CH:24]=[CH:23][C:22]=3[CH3:28])[CH2:17][CH2:16]2)=[O:14])(=[O:9])=[O:8])[CH:6]=[CH:5][CH:4]=[CH:3][CH:2]=1.[I-].[Na+].[CH2:31]([N:38]=[C:39]=[O:40])[C:32]1[CH:37]=[CH:36][CH:35]=[CH:34][CH:33]=1, predict the reaction product. The product is: [C:1]1([S:7]([N:10]2[CH2:12][CH:11]([C:13]([N:15]3[CH2:20][CH2:19][N:18]([C:21]4[CH:26]=[C:25]([CH3:27])[CH:24]=[CH:23][C:22]=4[CH3:28])[CH2:17][CH2:16]3)=[O:14])[N:38]([CH2:31][C:32]3[CH:37]=[CH:36][CH:35]=[CH:34][CH:33]=3)[C:39]2=[O:40])(=[O:8])=[O:9])[CH:6]=[CH:5][CH:4]=[CH:3][CH:2]=1.